This data is from CYP2C19 inhibition data for predicting drug metabolism from PubChem BioAssay. The task is: Regression/Classification. Given a drug SMILES string, predict its absorption, distribution, metabolism, or excretion properties. Task type varies by dataset: regression for continuous measurements (e.g., permeability, clearance, half-life) or binary classification for categorical outcomes (e.g., BBB penetration, CYP inhibition). Dataset: cyp2c19_veith. (1) The molecule is C[C@H](O)[C@H](O)[C@@H]1CNc2nc(N)[nH]c(=O)c2N1. The result is 0 (non-inhibitor). (2) The drug is CC1(C)CC(=O)C2=C(C1)Nc1cc3c(cc1C2c1ccc(F)cc1)OCO3. The result is 1 (inhibitor). (3) The molecule is Cc1ccc(C)n1CCN1CCN(CC(=O)Nc2ccc(S(N)(=O)=O)cc2)CC1. The result is 0 (non-inhibitor).